Dataset: Full USPTO retrosynthesis dataset with 1.9M reactions from patents (1976-2016). Task: Predict the reactants needed to synthesize the given product. (1) Given the product [CH2:42]([N:46]([CH2:2][C:3]1[CH:8]=[C:7]([C:9]2[CH:10]=[C:11]([C:15]3[CH2:21][C:20](=[O:22])[NH:19][C:18]4[CH:23]=[C:24]([C:33]([F:36])([F:34])[F:35])[C:25]([O:27][CH2:28][C:29]([F:30])([F:31])[F:32])=[CH:26][C:17]=4[N:16]=3)[CH:12]=[CH:13][CH:14]=2)[CH:6]=[CH:5][N:4]=1)[CH3:47])[CH:43]([CH3:45])[CH3:44], predict the reactants needed to synthesize it. The reactants are: O[CH2:2][C:3]1[CH:8]=[C:7]([C:9]2[CH:10]=[C:11]([C:15]3[CH2:21][C:20](=[O:22])[NH:19][C:18]4[CH:23]=[C:24]([C:33]([F:36])([F:35])[F:34])[C:25]([O:27][CH2:28][C:29]([F:32])([F:31])[F:30])=[CH:26][C:17]=4[N:16]=3)[CH:12]=[CH:13][CH:14]=2)[CH:6]=[CH:5][N:4]=1.S(Cl)(Cl)=O.[Cl-].[CH2:42]([NH:46][CH3:47])[CH:43]([CH3:45])[CH3:44]. (2) Given the product [CH2:1]([C:3]([C:28]1[CH:41]=[CH:40][C:31]([O:32][CH2:33][C@H:34]([OH:38])[CH2:35][CH2:36][CH2:37][OH:39])=[C:30]([CH3:42])[CH:29]=1)([C:6]1[CH:11]=[CH:10][C:9]([C:12]#[C:13][C:14]([O:23][CH2:24][O:25][CH3:26])([C:19]([F:20])([F:21])[F:22])[C:15]([F:18])([F:16])[F:17])=[C:8]([CH3:27])[CH:7]=1)[CH2:4][CH3:5])[CH3:2], predict the reactants needed to synthesize it. The reactants are: [CH2:1]([C:3]([C:28]1[CH:41]=[CH:40][C:31]([O:32][CH2:33][C@@H:34]2[O:38][C:37](=[O:39])[CH2:36][CH2:35]2)=[C:30]([CH3:42])[CH:29]=1)([C:6]1[CH:11]=[CH:10][C:9]([C:12]#[C:13][C:14]([O:23][CH2:24][O:25][CH3:26])([C:19]([F:22])([F:21])[F:20])[C:15]([F:18])([F:17])[F:16])=[C:8]([CH3:27])[CH:7]=1)[CH2:4][CH3:5])[CH3:2].[H-].[H-].[H-].[H-].[Li+].[Al+3].C(OCC)(=O)C. (3) Given the product [CH3:20][O:19][C:13]1[CH:12]=[C:11]([C:8]2[CH:9]=[CH:10][C:5]3[N:6]([C:2]([C:23]4[CH:24]=[CH:25][C:26]([S:29]([N:32]([CH3:34])[CH3:33])(=[O:30])=[O:31])=[CH:27][CH:28]=4)=[C:3]([CH3:21])[N:4]=3)[N:7]=2)[CH:16]=[CH:15][C:14]=1[O:17][CH3:18], predict the reactants needed to synthesize it. The reactants are: Br[C:2]1[N:6]2[N:7]=[C:8]([C:11]3[CH:16]=[CH:15][C:14]([O:17][CH3:18])=[C:13]([O:19][CH3:20])[CH:12]=3)[CH:9]=[CH:10][C:5]2=[N:4][C:3]=1[CH3:21].B(O)(O)[C:23]1[CH:28]=[CH:27][C:26]([S:29]([N:32]([CH3:34])[CH3:33])(=[O:31])=[O:30])=[CH:25][CH:24]=1.C([O-])([O-])=O.[K+].[K+]. (4) Given the product [CH2:1]([O:3][C:4](=[O:17])[CH2:5][C:6]1[CH:11]=[CH:10][CH:9]=[C:8]([S:12][C:13]2[C:23]3[C:22](=[C:21]([F:28])[C:20]([Cl:19])=[CH:25][CH:24]=3)[NH:26][C:14]=2[CH3:15])[CH:7]=1)[CH3:2], predict the reactants needed to synthesize it. The reactants are: [CH2:1]([O:3][C:4](=[O:17])[CH2:5][C:6]1[CH:11]=[CH:10][CH:9]=[C:8]([S:12][CH2:13][C:14](=O)[CH3:15])[CH:7]=1)[CH3:2].Cl.[Cl:19][C:20]1[C:21]([F:28])=[C:22]([NH:26]N)[CH:23]=[CH:24][CH:25]=1. (5) The reactants are: [CH3:1][C:2]1[CH:10]=[CH:9][C:5]2[NH:6][N:7]=[N:8][C:4]=2[CH:3]=1.[H-].[Na+].[C:13](O[C:13]([O:15][C:16]([CH3:19])([CH3:18])[CH3:17])=[O:14])([O:15][C:16]([CH3:19])([CH3:18])[CH3:17])=[O:14].C([O-])(O)=O.[Na+]. Given the product [CH3:1][C:2]1[CH:10]=[CH:9][C:5]2[N:6]([C:13]([O:15][C:16]([CH3:19])([CH3:18])[CH3:17])=[O:14])[N:7]=[N:8][C:4]=2[CH:3]=1, predict the reactants needed to synthesize it. (6) Given the product [F:1][C:2]([F:12])([F:11])[C:3]1[CH:4]=[C:5]([CH:8]=[CH:9][CH:10]=1)[CH2:6][B:13]1[O:17][C:16]([CH3:19])([CH3:18])[C:15]([CH3:21])([CH3:20])[O:14]1, predict the reactants needed to synthesize it. The reactants are: [F:1][C:2]([F:12])([F:11])[C:3]1[CH:4]=[C:5]([CH:8]=[CH:9][CH:10]=1)[CH2:6]Br.[B:13]1([B:13]2[O:17][C:16]([CH3:19])([CH3:18])[C:15]([CH3:21])([CH3:20])[O:14]2)[O:17][C:16]([CH3:19])([CH3:18])[C:15]([CH3:21])([CH3:20])[O:14]1.C(=O)([O-])[O-].[K+].[K+]. (7) Given the product [C:6]1([CH2:5][C@@H:4]([NH:12][C:13]([O:15][CH2:16][C:17]2[CH:18]=[CH:19][C:20]3[O:24][C:23]([C:25]4[CH:30]=[CH:29][CH:28]=[CH:27][CH:26]=4)=[CH:22][C:21]=3[CH:31]=2)=[O:14])[C:3]([OH:32])=[O:2])[CH:11]=[CH:10][CH:9]=[CH:8][CH:7]=1, predict the reactants needed to synthesize it. The reactants are: C[O:2][C:3](=[O:32])[C@H:4]([NH:12][C:13]([O:15][CH2:16][C:17]1[CH:18]=[CH:19][C:20]2[O:24][C:23]([C:25]3[CH:30]=[CH:29][CH:28]=[CH:27][CH:26]=3)=[CH:22][C:21]=2[CH:31]=1)=[O:14])[CH2:5][C:6]1[CH:11]=[CH:10][CH:9]=[CH:8][CH:7]=1.[OH-].[Li+].O. (8) Given the product [CH3:12][C:13]1([CH2:18][CH2:19][CH:20]2[C:21]([CH3:23])([CH3:22])[O:9]2)[CH2:15][CH:14]1[CH2:16][OH:17], predict the reactants needed to synthesize it. The reactants are: ClC1C=CC=C(C(OO)=[O:9])C=1.[CH3:12][C:13]1([CH2:18][CH2:19][CH:20]=[C:21]([CH3:23])[CH3:22])[CH2:15][CH:14]1[CH2:16][OH:17]. (9) Given the product [Cl:13][C:14]1[CH:22]=[C:21]2[C:17]([C:18]([C:23]([O:25][CH3:26])=[O:24])=[CH:19][NH:20]2)=[CH:16][C:15]=1[C:2]1[CH:7]=[CH:6][C:5]([C@H:8]2[CH2:11][C@H:10]([OH:12])[CH2:9]2)=[CH:4][CH:3]=1, predict the reactants needed to synthesize it. The reactants are: Br[C:2]1[CH:7]=[CH:6][C:5]([C@H:8]2[CH2:11][C@H:10]([OH:12])[CH2:9]2)=[CH:4][CH:3]=1.[Cl:13][C:14]1[CH:22]=[C:21]2[C:17]([C:18]([C:23]([O:25][CH3:26])=[O:24])=[CH:19][NH:20]2)=[CH:16][C:15]=1B1OCC(C)(C)CO1.C(=O)([O-])[O-].[K+].[K+].